Dataset: Full USPTO retrosynthesis dataset with 1.9M reactions from patents (1976-2016). Task: Predict the reactants needed to synthesize the given product. (1) Given the product [CH3:1][O:2][C:3]1[CH:4]=[C:5]([NH:11][C:12]2[C:13]3[N:39]=[CH:38][S:37][C:14]=3[N:15]=[C:16]([N:18]3[CH2:23][CH2:22][CH2:21][CH:20]([C:24]([NH:26][C:27]4[CH:28]=[CH:29][C:30]([C:33]([OH:35])=[O:34])=[N:31][CH:32]=4)=[O:25])[CH2:19]3)[N:17]=2)[CH:6]=[CH:7][C:8]=1[O:9][CH3:10], predict the reactants needed to synthesize it. The reactants are: [CH3:1][O:2][C:3]1[CH:4]=[C:5]([NH:11][C:12]2[C:13]3[N:39]=[CH:38][S:37][C:14]=3[N:15]=[C:16]([N:18]3[CH2:23][CH2:22][CH2:21][CH:20]([C:24]([NH:26][C:27]4[CH:28]=[CH:29][C:30]([C:33]([O:35]C)=[O:34])=[N:31][CH:32]=4)=[O:25])[CH2:19]3)[N:17]=2)[CH:6]=[CH:7][C:8]=1[O:9][CH3:10].[OH-].[Na+]. (2) Given the product [Br:1][C:2]1[CH:8]=[C:7]([CH:9]([CH3:10])[CH3:11])[CH:5]=[C:4]([CH:12]([CH3:14])[CH3:13])[CH:3]=1, predict the reactants needed to synthesize it. The reactants are: [Br:1][C:2]1[CH:8]=[C:7]([CH:9]([CH3:11])[CH3:10])[C:5](N)=[C:4]([CH:12]([CH3:14])[CH3:13])[CH:3]=1.N([O-])=O.[Na+].[PH2](O)=O. (3) Given the product [OH:1][C:2]1[CH:3]=[CH:4][C:5]2[C:9]([C:10]([NH2:12])=[O:11])=[C:8]([NH:13][C:14]([NH:16][C:17]3[CH:18]=[CH:19][C:20]([C:23]([F:26])([F:24])[F:25])=[CH:21][CH:22]=3)=[O:15])[S:7][C:6]=2[CH:27]=1, predict the reactants needed to synthesize it. The reactants are: [O:1]=[C:2]1[CH2:27][C:6]2[S:7][C:8]([NH:13][C:14]([NH:16][C:17]3[CH:22]=[CH:21][C:20]([C:23]([F:26])([F:25])[F:24])=[CH:19][CH:18]=3)=[O:15])=[C:9]([C:10]([NH2:12])=[O:11])[C:5]=2[CH2:4][CH2:3]1.C(O)(=O)C. (4) Given the product [NH2:8][C@H:3]1[CH2:4][CH2:5][CH2:6][CH2:7][N:1]([C:17]([O:16][CH2:9][C:10]2[CH:15]=[CH:14][CH:13]=[CH:12][CH:11]=2)=[O:18])[CH2:2]1, predict the reactants needed to synthesize it. The reactants are: [NH:1]1[CH2:7][CH2:6][CH2:5][CH2:4][C@H:3]([NH2:8])[CH2:2]1.[CH2:9]([O:16][C:17](ON1C(=O)CCC1=O)=[O:18])[C:10]1[CH:15]=[CH:14][CH:13]=[CH:12][CH:11]=1.C1(=O)NC(=O)CC1.C1C=C2C(C(O)(O)C(=O)C2=CC=1)=O.[NH4+].[OH-].Cl. (5) The reactants are: Cl[C:2]1[N:3]=[C:4]([N:12]2[CH2:17][CH2:16][O:15][CH2:14][CH2:13]2)[C:5]2[CH:10]=[C:9](I)[S:8][C:6]=2[N:7]=1.[CH3:18][O:19][C:20]1[CH:25]=[CH:24][N:23]=[CH:22][C:21]=1B(O)O. Given the product [CH3:18][O:19][C:20]1[CH:25]=[CH:24][N:23]=[CH:22][C:21]=1[C:9]1[S:8][C:6]2[N:7]=[C:2]([C:5]3[CH:4]=[N:3][CH:2]=[N:7][CH:6]=3)[N:3]=[C:4]([N:12]3[CH2:17][CH2:16][O:15][CH2:14][CH2:13]3)[C:5]=2[CH:10]=1, predict the reactants needed to synthesize it. (6) Given the product [OH:21][C:3]12[C:13]3[C:18](=[CH:17][CH:16]=[CH:15][CH:14]=3)[C:19](=[O:20])[C:2]1([NH:22][C:23]1[CH:28]=[CH:27][CH:26]=[CH:25][N:24]=1)[C:6]1[CH:7]=[C:8]([CH3:12])[C:9]([CH3:11])=[CH:10][C:5]=1[O:4]2, predict the reactants needed to synthesize it. The reactants are: Cl[C:2]12[C:19](=[O:20])[C:18]3[C:13](=[CH:14][CH:15]=[CH:16][CH:17]=3)[C:3]1([OH:21])[O:4][C:5]1[CH:10]=[C:9]([CH3:11])[C:8]([CH3:12])=[CH:7][C:6]=12.[NH2:22][C:23]1[CH:28]=[CH:27][CH:26]=[CH:25][N:24]=1.